From a dataset of Forward reaction prediction with 1.9M reactions from USPTO patents (1976-2016). Predict the product of the given reaction. (1) The product is: [OH:31][C:32]1[CH:46]=[CH:45][CH:44]=[CH:43][C:33]=1[CH:34]=[CH:26][C:25]1[CH:24]=[CH:23][C:22]([N:14]([C:15]2[CH:20]=[CH:19][C:18]([CH3:21])=[CH:17][CH:16]=2)[C:11]2[CH:12]=[CH:13][C:8]([CH3:7])=[CH:9][CH:10]=2)=[CH:29][CH:28]=1. Given the reactants CC(C)([O-])C.[K+].[CH3:7][C:8]1[CH:13]=[CH:12][C:11]([N:14]([C:22]2[CH:29]=[CH:28][C:25]([CH:26]=O)=[CH:24][CH:23]=2)[C:15]2[CH:20]=[CH:19][C:18]([CH3:21])=[CH:17][CH:16]=2)=[CH:10][CH:9]=1.O.[OH:31][C:32]1[CH:46]=[CH:45][CH:44]=[CH:43][C:33]=1[CH2:34]P(=O)(OCC)OCC, predict the reaction product. (2) The product is: [N:23]([CH2:16][C@@H:14]1[C@@H:13]([OH:22])[CH2:12][N:11]([C:9]([O:8][CH2:1][C:2]2[CH:7]=[CH:6][CH:5]=[CH:4][CH:3]=2)=[O:10])[CH2:15]1)=[N+:24]=[N-:25]. Given the reactants [CH2:1]([O:8][C:9]([N:11]1[CH2:15][C@H:14]([CH2:16]OS(C)(=O)=O)[C@@H:13]([OH:22])[CH2:12]1)=[O:10])[C:2]1[CH:7]=[CH:6][CH:5]=[CH:4][CH:3]=1.[N-:23]=[N+:24]=[N-:25].[Na+], predict the reaction product. (3) Given the reactants [N:1]1[CH:6]=[CH:5][C:4]([C:7]([O:9][CH3:10])=[O:8])=[C:3]([C:11]([O:13][CH3:14])=[O:12])[CH:2]=1, predict the reaction product. The product is: [NH:1]1[CH2:6][CH2:5][CH:4]([C:7]([O:9][CH3:10])=[O:8])[CH:3]([C:11]([O:13][CH3:14])=[O:12])[CH2:2]1. (4) Given the reactants [CH2:1]([O:5][CH2:6][CH2:7][O:8][C:9]1[CH:14]=[CH:13][C:12]([C:15]2[CH:16]=[CH:17][C:18]3[N:24]([C:25](=[O:30])[C:26]([F:29])([F:28])[F:27])[CH2:23][CH2:22][C:21]([C:31](O)=[O:32])=[CH:20][C:19]=3[CH:34]=2)=[CH:11][CH:10]=1)[CH2:2][CH2:3][CH3:4].ON1C2C=CC=CC=2N=N1.[NH2:45][C:46]1[CH:51]=[CH:50][C:49]([CH:52]([C:54]2[CH:59]=[CH:58][C:57]([CH3:60])=[CH:56][N:55]=2)[OH:53])=[CH:48][CH:47]=1.Cl.C(N=C=NCCCN(C)C)C, predict the reaction product. The product is: [CH2:1]([O:5][CH2:6][CH2:7][O:8][C:9]1[CH:10]=[CH:11][C:12]([C:15]2[CH:16]=[CH:17][C:18]3[N:24]([C:25](=[O:30])[C:26]([F:29])([F:27])[F:28])[CH2:23][CH2:22][C:21]([C:31]([NH:45][C:46]4[CH:51]=[CH:50][C:49]([CH:52]([OH:53])[C:54]5[CH:59]=[CH:58][C:57]([CH3:60])=[CH:56][N:55]=5)=[CH:48][CH:47]=4)=[O:32])=[CH:20][C:19]=3[CH:34]=2)=[CH:13][CH:14]=1)[CH2:2][CH2:3][CH3:4]. (5) Given the reactants Cl.[C:2]1([NH:8]N)[CH:7]=[CH:6][CH:5]=[CH:4][CH:3]=1.[CH3:10][CH:11]([C:20](=O)[CH3:21])[CH2:12][CH2:13][CH2:14][CH2:15][S:16]([OH:19])(=[O:18])=[O:17].O.[CH2:24](O)[CH3:25], predict the reaction product. The product is: [CH3:10][C:11]1([CH2:12][CH2:13][CH2:14][CH2:15][S:16]([O-:19])(=[O:18])=[O:17])[C:3]2[C:4]3[CH:10]=[CH:11][CH:20]=[CH:21][C:5]=3[CH:6]=[CH:7][C:2]=2[N+:8]([C:25]2[CH:24]=[CH:15][CH:14]=[CH:13][CH:12]=2)=[C:20]1[CH3:21]. (6) The product is: [CH3:1][O:2][C:3]1[N:8]=[CH:7][C:6]([N:9]2[C:13]([N:14]3[CH:15]=[CH:16][CH:17]=[CH:18]3)=[CH:12][C:11]([C:19]([OH:21])=[O:20])=[N:10]2)=[CH:5][CH:4]=1. Given the reactants [CH3:1][O:2][C:3]1[N:8]=[CH:7][C:6]([N:9]2[C:13]([N:14]3[CH:18]=[CH:17][CH:16]=[CH:15]3)=[CH:12][C:11]([C:19]([O:21]CC)=[O:20])=[N:10]2)=[CH:5][CH:4]=1.[OH-].[Na+].Cl.C(OCC)(=O)C, predict the reaction product. (7) Given the reactants C([Zn]CC)C.C1(C#C)CC1.[Li]CCCC.[NH2:16][C:17]1[CH:22]=[CH:21][C:20]([F:23])=[CH:19][C:18]=1[C@:24]([OH:34])([C:29]#[C:30][CH:31]1[CH2:33][CH2:32]1)[C:25]([F:28])([F:27])[F:26].[CH3:35][S:36](O)(=[O:38])=[O:37], predict the reaction product. The product is: [CH3:35][S:36]([O:34][C@@:24]([C:18]1[CH:19]=[C:20]([F:23])[CH:21]=[CH:22][C:17]=1[NH2:16])([C:29]#[C:30][CH:31]1[CH2:33][CH2:32]1)[C:25]([F:28])([F:26])[F:27])(=[O:38])=[O:37]. (8) Given the reactants [C:1](OC(=O)C)(=[O:3])[CH3:2].C(N(CC)CC)C.[CH3:15][C:16]1[O:20][N:19]=[C:18]([C:21]2[CH:26]=[CH:25][CH:24]=[C:23]([F:27])[CH:22]=2)[C:17]=1[C:28]1[CH:33]=[CH:32][C:31]([S:34]([NH2:37])(=[O:36])=[O:35])=[CH:30][CH:29]=1, predict the reaction product. The product is: [F:27][C:23]1[CH:22]=[C:21]([C:18]2[C:17]([C:28]3[CH:29]=[CH:30][C:31]([S:34]([NH:37][C:1](=[O:3])[CH3:2])(=[O:36])=[O:35])=[CH:32][CH:33]=3)=[C:16]([CH3:15])[O:20][N:19]=2)[CH:26]=[CH:25][CH:24]=1.